From a dataset of Cav3 T-type calcium channel HTS with 100,875 compounds. Binary Classification. Given a drug SMILES string, predict its activity (active/inactive) in a high-throughput screening assay against a specified biological target. (1) The drug is O(C(=O)c1c(N)cc(cc1)C(OC)=O)C. The result is 0 (inactive). (2) The molecule is S(=O)(=O)(N(CC(=O)Nc1c2CCCCc2ccc1)C)c1ccc(cc1)C. The result is 0 (inactive). (3) The drug is S(=O)(=O)(NC(C)C(=O)NC)c1ccc(F)cc1. The result is 0 (inactive). (4) The result is 0 (inactive). The drug is Clc1ccc(CNC(=O)c2nccnc2)cc1. (5) The drug is S(=O)(=O)(NC1=NCCCCC1)c1ccc(NC(=O)c2ccc(N(C)C)cc2)cc1. The result is 0 (inactive). (6) The compound is Brc1oc(C(=O)Nc2ccc(S(=O)(=O)N(C3CCCCC3)C)cc2)cc1. The result is 0 (inactive).